From a dataset of Reaction yield outcomes from USPTO patents with 853,638 reactions. Predict the reaction yield, written as a fraction of the theoretical maximum amount of product (1.0 means a 100% yield; for example, 0.34 means a 34% yield). (1) The reactants are Cl[C:2]1[CH:17]=[C:16]([NH:18][C@@H:19]([CH3:22])[CH2:20][F:21])[C:5]([C:6]([NH:8][CH2:9][C@@H:10]([F:15])[C:11]([OH:14])([CH3:13])[CH3:12])=[O:7])=[CH:4][N:3]=1.[NH2:23][C:24]1[C:31]([Cl:32])=[CH:30][C:27]([C:28]#[N:29])=[CH:26][N:25]=1.C(=O)([O-])[O-].[Cs+].[Cs+].O.CC1(C)C2C(=C(P(C3C=CC=CC=3)C3C=CC=CC=3)C=CC=2)OC2C(P(C3C=CC=CC=3)C3C=CC=CC=3)=CC=CC1=2. The catalyst is O1CCOCC1.C1C=CC(/C=C/C(/C=C/C2C=CC=CC=2)=O)=CC=1.C1C=CC(/C=C/C(/C=C/C2C=CC=CC=2)=O)=CC=1.C1C=CC(/C=C/C(/C=C/C2C=CC=CC=2)=O)=CC=1.[Pd].[Pd]. The product is [Cl:32][C:31]1[C:24]([NH:23][C:2]2[CH:17]=[C:16]([NH:18][C@@H:19]([CH3:22])[CH2:20][F:21])[C:5]([C:6]([NH:8][CH2:9][C@@H:10]([F:15])[C:11]([OH:14])([CH3:13])[CH3:12])=[O:7])=[CH:4][N:3]=2)=[N:25][CH:26]=[C:27]([C:28]#[N:29])[CH:30]=1. The yield is 0.0300. (2) The reactants are [C:1]1([N:7]2[CH2:12][CH2:11][NH:10][CH2:9][CH2:8]2)[CH:6]=[CH:5][CH:4]=[CH:3][CH:2]=1.BrCC[CH2:16][CH2:17][N:18]1[C:22](=[O:23])[C:21]2=[CH:24][CH:25]=[CH:26][CH:27]=[C:20]2[C:19]1=[O:28].C([O-])([O-])=O.[K+].[K+]. The catalyst is CCN(CC)CC.CN(C=O)C. The product is [C:1]1([N:7]2[CH2:12][CH2:11][N:10]([CH2:16][CH2:17][N:18]3[C:22](=[O:23])[C:21]4=[CH:24][CH:25]=[CH:26][CH:27]=[C:20]4[C:19]3=[O:28])[CH2:9][CH2:8]2)[CH:6]=[CH:5][CH:4]=[CH:3][CH:2]=1. The yield is 0.950.